From a dataset of Full USPTO retrosynthesis dataset with 1.9M reactions from patents (1976-2016). Predict the reactants needed to synthesize the given product. (1) Given the product [Cl:20][C:17]1[S:16][C:15]([S:12]([NH:11][C:9]([NH:8][C:5]2[CH:6]=[CH:7][C:2]([NH:1][CH2:28][C:22]3[CH:27]=[CH:26][CH:25]=[CH:24][CH:23]=3)=[C:3]([CH3:21])[CH:4]=2)=[O:10])(=[O:14])=[O:13])=[CH:19][CH:18]=1, predict the reactants needed to synthesize it. The reactants are: [NH2:1][C:2]1[CH:7]=[CH:6][C:5]([NH:8][C:9]([NH:11][S:12]([C:15]2[S:16][C:17]([Cl:20])=[CH:18][CH:19]=2)(=[O:14])=[O:13])=[O:10])=[CH:4][C:3]=1[CH3:21].[C:22]1([CH2:28]C(O)=O)[CH:27]=[CH:26][CH:25]=[CH:24][CH:23]=1.C1CN([P+](ON2N=NC3C=CC=CC2=3)(N2CCCC2)N2CCCC2)CC1.F[P-](F)(F)(F)(F)F. (2) Given the product [CH2:1]([C:5]1[C:9]2[CH:10]=[CH:11][C:12]([C:14]([F:16])([F:15])[F:17])=[CH:13][C:8]=2[S:7][C:6]=1[CH:18]=[CH:21][C:20]([C:23]1[CH:28]=[CH:27][C:26]([CH:29]=[CH:30][C:31]([O:33][CH3:34])=[O:32])=[C:25]([CH3:35])[CH:24]=1)=[O:22])[CH2:2][CH2:3][CH3:4], predict the reactants needed to synthesize it. The reactants are: [CH2:1]([C:5]1[C:9]2[CH:10]=[CH:11][C:12]([C:14]([F:17])([F:16])[F:15])=[CH:13][C:8]=2[S:7][C:6]=1[CH:18]=O)[CH2:2][CH2:3][CH3:4].[C:20]([C:23]1[CH:28]=[CH:27][C:26]([CH:29]=[CH:30][C:31]([O:33][CH3:34])=[O:32])=[C:25]([CH3:35])[CH:24]=1)(=[O:22])[CH3:21]. (3) Given the product [NH2:33][C:3]1[C:4]2[N:28]=[C:27]([CH2:29][CH2:30][CH3:31])[S:26][C:5]=2[C:6]2[CH:7]=[CH:8][C:9]([O:12][CH2:13][CH2:14][O:15][CH2:16][CH2:17][NH:18][C:19](=[O:25])[O:20][C:21]([CH3:24])([CH3:23])[CH3:22])=[CH:10][C:11]=2[N:2]=1, predict the reactants needed to synthesize it. The reactants are: [O-][N+:2]1[C:11]2[CH:10]=[C:9]([O:12][CH2:13][CH2:14][O:15][CH2:16][CH2:17][NH:18][C:19](=[O:25])[O:20][C:21]([CH3:24])([CH3:23])[CH3:22])[CH:8]=[CH:7][C:6]=2[C:5]2[S:26][C:27]([CH2:29][CH2:30][CH3:31])=[N:28][C:4]=2[CH:3]=1.[OH-].[NH4+:33].C1(C)C=CC(S(Cl)(=O)=O)=CC=1.C(Cl)(Cl)Cl.